Dataset: Drug-target binding data from BindingDB using Ki measurements. Task: Regression. Given a target protein amino acid sequence and a drug SMILES string, predict the binding affinity score between them. We predict pKi (pKi = -log10(Ki in M); higher means stronger inhibition). Dataset: bindingdb_ki. (1) The small molecule is CC(C(=O)O)N(Cc1ccc([N+](=O)[O-])cc1)S(=O)(=O)c1ccc(F)cc1. The target protein (P43153) has sequence MKKNLKRGELTKLKLVERWSATFTLAAFILFNSSFKVLAADKKVENSNNGQITREINADQISKTELNNEVATDNNRPLGPSIAPSRARNNKIYTFDELNRMNYSDLVELIKTISYENVPDLFNFNDGSYTFFSNRDRVQAIIYGLEDSGRTYTADDDKGIPTLVEFLRAGYYLGFYNKQLSYLNTPQLKNECLPAMKAIQYNSNFRLGTKAQDGVVEALGRLIGNASADPEVINNCIYVLSDFKDNIDKYGSNYSKGNAVFNLMKGIDYYTNSVIYNTKGYDAKNTEFYNRIDPYMERLESLCTIGDKLNNDNAWLVNNALYYTGRMGKFREDPSISQRALERAMKEYPYLSYQYIEAANDLDLNFGGKNSSGNDIDFNKIKADAREKYLPKTYTFDDGKFVVKAGDKVTEEKIKRLYWASKEVKAQFMRVVQNDKALEEGNPDDILTVVIYNSPEEYKLNRIINGFSTDNGGIYIENIGTFFTYERTPEESIYTLEELF.... The pKi is 5.0. (2) The drug is CC[C@@H](CO)NC(=O)[C@@H]1C=C2c3cccc4c3c(cn4C)C[C@H]2N(C)C1. The target protein (P31388) has sequence MVPEPGPVNSSTPAWGPGPPPAPGGSGWVAAALCVVIVLTAAANSLLIVLICTQPALRNTSNFFLVSLFTSDLMVGLVVMPPAMLNALYGRWVLARGLCLLWTAFDVMCCSASILNLCLISLDRYLLILSPLRYKLRMTAPRALALILGAWSLAALASFLPLLLGWHELGKARTPAPGQCRLLASLPFVLVASGVTFFLPSGAICFTYCRILLAARKQAVQVASLTTGTAGQALETLQVPRTPRPGMESADSRRLATKHSRKALKASLTLGILLGMFFVTWLPFFVANIAQAVCDCISPGLFDVLTWLGYCNSTMNPIIYPLFMRDFKRALGRFLPCVHCPPEHRPALPPPPCGPLTAVPDQASACSRCCLCLCRQTQIQTPLQGAPRACSSQPSFCCLERPPGTPRHPPGPPLWSTSLSQTLWSLRYGRIHSVPP. The pKi is 6.4. (3) The drug is Nc1ncc2[nH]cnc2n1. The target protein (Q9BTU6) has sequence MDETSPLVSPERAQPPDYTFPSGSGAHFPQVPGGAVRVAAAAGSGPSPPGSPGHDRERQPLLDRARGAAAQGQTQTVAAQAQALAAQAAAAAHAAQAHRERNEFPEDPEFEAVVRQAELAIERCIFPERIYQGSSGSYFVKDPQGRIIAVFKPKNEEPYGHLNPKWTKWLQKLCCPCCFGRDCLVLNQGYLSEAGASLVDQKLELNIVPRTKVVYLASETFNYSAIDRVKSRGKRLALEKVPKVGQRFNRIGLPPKVGSFQLFVEGYKDADYWLRRFEAEPLPENTNRQLLLQFERLVVLDYIIRNTDRGNDNWLIKYDCPMDSSSSRDTDWVVVKEPVIKVAAIDNGLAFPLKHPDSWRAYPFYWAWLPQAKVPFSQEIKDLILPKISDPNFVKDLEEDLYELFKKDPGFDRGQFHKQIAVMRGQILNLTQALKDNKSPLHLVQMPPVIVETARSHQRSSSESYTQSFQSRKPFFSWW. The pKi is 3.6. (4) The small molecule is CC(/C=C/C1=C(c2cc(C(C)C)cc(C(C)C)c2OCC(F)F)CCC1)=C\C(=O)O. The target protein (P37230) has sequence MVDTESPICPLSPLEADDLESPLSEEFLQEMGNIQEISQSLGEESSGSFSFADYQYLGSCPGSEGSVITDTLSPASSPSSVSCPAVPTSTDESPGNALNIECRICGDKASGYHYGVHACEGCKGFFRRTIRLKLAYDKCDRSCKIQKKNRNKCQYCRFHKCLSVGMSHNAIRFGRMPRSEKAKLKAEILTCEHDLKDSETADLKSLAKRIHEAYLKNFNMNKVKARVILAGKTSNNPPFVIHDMETLCMAEKTLVAKMVANGVENKEAEVRFFHCCQCMSVETVTELTEFAKAIPGFANLDLNDQVTLLKYGVYEAIFTMLSSLMNKDGMLIAYGNGFITREFLKNLRKPFCDIMEPKFDFAMKFNALELDDSDISLFVAAIICCGDRPGLLNIGYIEKLQEGIVHVLKLHLQSNHPDDTFLFPKLLQKMVDLRQLVTEHAQLVQVIKKTESDAALHPLLQEIYRDMY. The pKi is 5.0. (5) The compound is CC1(C)N=C(N)N=C(N)N1c1cccc(CNc2ccc(S(N)(=O)=O)cc2)c1. The target protein (P00381) has sequence MTAFLWAQDRDGLIGKDGHLPWHLPDDLHYFRAQTVGKIMVVGRRTYESFPKRPLPERTNVVLTHQEDYQAQGAVVVHDVAAVFAYAKQHPDQELVIAGGAQIFTAFKDDVDTLLVTRLAGSFEGDTKMIPLNWDDFTKVSSRTVEDTNPALTHTYEVWQKKA. The pKi is 5.6.